Dataset: Full USPTO retrosynthesis dataset with 1.9M reactions from patents (1976-2016). Task: Predict the reactants needed to synthesize the given product. (1) Given the product [CH3:1][CH:2]([CH3:38])[C@H:3]([N:8]1[CH2:16][C:15]2[C:10](=[CH:11][C:12]([C:17]3[CH:18]=[CH:19][C:20]([NH:23][C:24]([C:26]4[S:27][CH:28]=[C:29]([C:40]5[CH:45]=[CH:44][CH:43]=[CH:42][CH:41]=5)[N:30]=4)=[O:25])=[CH:21][CH:22]=3)=[CH:13][CH:14]=2)[C:9]1=[O:37])[C:4]([O:6][CH3:7])=[O:5], predict the reactants needed to synthesize it. The reactants are: [CH3:1][CH:2]([CH3:38])[C@H:3]([N:8]1[CH2:16][C:15]2[C:10](=[CH:11][C:12]([C:17]3[CH:22]=[CH:21][C:20]([NH:23][C:24]([C:26]4[S:27][C:28](C5C=CC=CC=5)=[CH:29][N:30]=4)=[O:25])=[CH:19][CH:18]=3)=[CH:13][CH:14]=2)[C:9]1=[O:37])[C:4]([O:6][CH3:7])=[O:5].N[C:40]1[CH:45]=[CH:44][C:43]([C:40]2[CH:45]=[C:44]3[C:43](CN([C@@H](C(C)C)C(OC)=O)C3=O)=[CH:42][CH:41]=2)=[CH:42][CH:41]=1.C1(C2N=C(C(OC)=O)SC=2)C=CC=CC=1. (2) Given the product [F:1][C:2]1[CH:32]=[CH:31][CH:30]=[CH:29][C:3]=1[CH2:4][N:5]1[C:13]2[C:8](=[CH:9][CH:10]=[CH:11][CH:12]=2)[C:7]([C:14]2[N:19]=[C:18]([NH:20][C:21]3[CH:26]=[CH:25][N:24]=[CH:23][N:22]=3)[C:17]([OH:27])=[CH:16][N:15]=2)=[N:6]1, predict the reactants needed to synthesize it. The reactants are: [F:1][C:2]1[CH:32]=[CH:31][CH:30]=[CH:29][C:3]=1[CH2:4][N:5]1[C:13]2[C:8](=[CH:9][CH:10]=[CH:11][CH:12]=2)[C:7]([C:14]2[N:19]=[C:18]([NH:20][C:21]3[CH:26]=[CH:25][N:24]=[CH:23][N:22]=3)[C:17]([O:27]C)=[CH:16][N:15]=2)=[N:6]1.[S-2].[Na+].[Na+].[Cl-].[NH4+].C(OCC)(=O)C. (3) Given the product [NH2:1][C:2]1[CH:11]=[CH:10][C:5]([C:6]([OH:8])=[O:7])=[CH:4][C:3]=1[NH:12][C:13](=[O:22])[C:14]1[CH:19]=[CH:18][C:17]([O:20][CH3:21])=[CH:16][CH:15]=1, predict the reactants needed to synthesize it. The reactants are: [NH2:1][C:2]1[CH:11]=[CH:10][C:5]([C:6]([O:8]C)=[O:7])=[CH:4][C:3]=1[NH:12][C:13](=[O:22])[C:14]1[CH:19]=[CH:18][C:17]([O:20][CH3:21])=[CH:16][CH:15]=1.[OH-].[Na+].C1COCC1.Cl. (4) Given the product [Cl:3][C:4]1[N:14]=[C:13]2[C:7]([N:8]([CH3:16])[C:9](=[O:15])[CH2:10][CH2:11][N:12]2[CH2:18][C:19]2[N:20]=[C:21]([CH3:24])[S:22][CH:23]=2)=[CH:6][N:5]=1, predict the reactants needed to synthesize it. The reactants are: [H-].[Na+].[Cl:3][C:4]1[N:14]=[C:13]2[C:7]([N:8]([CH3:16])[C:9](=[O:15])[CH2:10][CH2:11][NH:12]2)=[CH:6][N:5]=1.Cl[CH2:18][C:19]1[N:20]=[C:21]([CH3:24])[S:22][CH:23]=1. (5) The reactants are: [CH2:1]([N:3]1[C:8]2[N:9]=[C:10](S(C)=O)[N:11]=[CH:12][C:7]=2[CH:6]=[C:5]([C:16]2[CH:21]=[CH:20][CH:19]=[CH:18][C:17]=2[S:22]([CH3:25])(=[O:24])=[O:23])[C:4]1=[O:26])[CH3:2].[CH3:27][N:28]1[CH2:33][CH2:32][CH:31]([CH2:34][CH2:35][NH2:36])[CH2:30][CH2:29]1.CCN(C(C)C)C(C)C. Given the product [CH2:1]([N:3]1[C:8]2[N:9]=[C:10]([NH:36][CH2:35][CH2:34][CH:31]3[CH2:32][CH2:33][N:28]([CH3:27])[CH2:29][CH2:30]3)[N:11]=[CH:12][C:7]=2[CH:6]=[C:5]([C:16]2[CH:21]=[CH:20][CH:19]=[CH:18][C:17]=2[S:22]([CH3:25])(=[O:24])=[O:23])[C:4]1=[O:26])[CH3:2], predict the reactants needed to synthesize it.